Task: Predict the product of the given reaction.. Dataset: Forward reaction prediction with 1.9M reactions from USPTO patents (1976-2016) (1) Given the reactants [Cl:1][C:2]1[CH:7]=[CH:6][CH:5]=[C:4]([CH3:8])[N:3]=1.ClC1C=CC=C(C(OO)=[O:17])C=1, predict the reaction product. The product is: [Cl:1][C:2]1[CH:7]=[CH:6][CH:5]=[C:4]([CH3:8])[N+:3]=1[O-:17]. (2) Given the reactants [Br:1][C:2]1[CH:12]=[N:11][C:5]2[N:6]=[C:7](O)[N:8]=[CH:9][C:4]=2[CH:3]=1.C(N(C(C)C)CC)(C)C.P(Cl)(Cl)([Cl:24])=O, predict the reaction product. The product is: [Br:1][C:2]1[CH:12]=[N:11][C:5]2[N:6]=[C:7]([Cl:24])[N:8]=[CH:9][C:4]=2[CH:3]=1. (3) Given the reactants [CH2:1]([O:8][NH:9][C@H:10]1[CH2:15][NH:14][C@H:13]([C:16]([NH:18][CH:19]2[CH2:24][CH2:23][N:22]([C:25]([O:27][CH2:28][C:29]3[CH:34]=[CH:33][CH:32]=[CH:31][CH:30]=3)=[O:26])[CH2:21][CH2:20]2)=[O:17])[CH2:12][CH2:11]1)[C:2]1[CH:7]=[CH:6][CH:5]=[CH:4][CH:3]=1.S(C1C=CC(C)=CC=1)([O-])(=O)=O.[C:46]([O-])(O)=[O:47].[Na+].CCN(C(C)C)C(C)C.ClC(Cl)(OC(=O)OC(Cl)(Cl)Cl)Cl.P(=O)(O)(O)O, predict the reaction product. The product is: [CH2:1]([O:8][N:9]1[C:46](=[O:47])[N:14]2[CH2:15][C@H:10]1[CH2:11][CH2:12][C@H:13]2[C:16]([NH:18][CH:19]1[CH2:20][CH2:21][N:22]([C:25]([O:27][CH2:28][C:29]2[CH:34]=[CH:33][CH:32]=[CH:31][CH:30]=2)=[O:26])[CH2:23][CH2:24]1)=[O:17])[C:2]1[CH:7]=[CH:6][CH:5]=[CH:4][CH:3]=1. (4) Given the reactants C([Si](C)(C)[O:6][CH2:7][CH2:8][N:9]1[CH:13]=[CH:12][C:11]([NH:14][C:15](=[O:35])[C@@H:16]([C:23]2[CH:28]=[CH:27][C:26]([S:29]([CH3:32])(=[O:31])=[O:30])=[C:25]([O:33][CH3:34])[CH:24]=2)[CH2:17][CH:18]2[CH2:22][CH2:21][CH2:20][CH2:19]2)=[N:10]1)(C)(C)C.O1CCCC1.O, predict the reaction product. The product is: [CH:18]1([CH2:17][C@H:16]([C:23]2[CH:28]=[CH:27][C:26]([S:29]([CH3:32])(=[O:31])=[O:30])=[C:25]([O:33][CH3:34])[CH:24]=2)[C:15]([NH:14][C:11]2[CH:12]=[CH:13][N:9]([CH2:8][CH2:7][OH:6])[N:10]=2)=[O:35])[CH2:19][CH2:20][CH2:21][CH2:22]1. (5) Given the reactants II.Br[CH2:4][CH2:5]Br.Br[C:8]1[CH:13]=[CH:12][CH:11]=[CH:10][C:9]=1[O:14][CH:15](CC)[CH2:16][CH2:17][CH3:18].Br[C:22]1[C:23](=O)[C:24]2[C:32](=[CH:33][CH:34]=1)[C:31]1[C:26](=[CH:27][C:28](Br)=[CH:29][CH:30]=1)[CH:25]=2.C1C[O:40]CC1, predict the reaction product. The product is: [CH2:15]([O:14][C:9]1[CH:8]=[CH:13][C:12]([C:25]2([OH:40])[C:26]3[CH:27]=[CH:28][CH:29]=[CH:30][C:31]=3[C:32]3[C:24]2=[CH:23][CH:22]=[CH:34][CH:33]=3)=[CH:11][CH:10]=1)[CH2:16][CH2:17][CH2:18][CH2:4][CH3:5]. (6) Given the reactants [CH2:1]([O:8][C:9](=[O:38])[CH:10]([C:23]([CH2:27][CH2:28][CH2:29][NH:30]C(OC(C)(C)C)=O)([OH:26])[PH2:24]=[O:25])[CH2:11][CH2:12][C:13]([O:15][CH2:16][C:17]1[CH:22]=[CH:21][CH:20]=[CH:19][CH:18]=1)=[O:14])[C:2]1[CH:7]=[CH:6][CH:5]=[CH:4][CH:3]=1.C(O)(C(F)(F)F)=O, predict the reaction product. The product is: [CH2:1]([O:8][C:9](=[O:38])[CH:10]([C:23]([CH2:27][CH2:28][CH2:29][NH2:30])([OH:26])[PH2:24]=[O:25])[CH2:11][CH2:12][C:13]([O:15][CH2:16][C:17]1[CH:22]=[CH:21][CH:20]=[CH:19][CH:18]=1)=[O:14])[C:2]1[CH:3]=[CH:4][CH:5]=[CH:6][CH:7]=1. (7) Given the reactants [C:1]([C:4]1[CH:9]=[CH:8][C:7]([NH:10][C@@H:11]2[CH2:16][CH2:15][CH2:14][CH2:13][C@@H:12]2[NH:17]C(=O)OC(C)(C)C)=[CH:6][C:5]=1[NH:25][C:26]1[O:30][N:29]=[C:28]([C:31]2[CH:36]=[CH:35][CH:34]=[CH:33][CH:32]=2)[CH:27]=1)(=[O:3])[NH2:2], predict the reaction product. The product is: [NH2:17][C@H:12]1[CH2:13][CH2:14][CH2:15][CH2:16][C@H:11]1[NH:10][C:7]1[CH:8]=[CH:9][C:4]([C:1]([NH2:2])=[O:3])=[C:5]([NH:25][C:26]2[O:30][N:29]=[C:28]([C:31]3[CH:36]=[CH:35][CH:34]=[CH:33][CH:32]=3)[CH:27]=2)[CH:6]=1. (8) Given the reactants [CH3:1][O:2][CH2:3][CH2:4][C:5]1[CH:14]=[CH:13][CH:12]=[CH:11][C:6]=1[C:7]([O:9]C)=[O:8].[Li+].[OH-].Cl, predict the reaction product. The product is: [CH3:1][O:2][CH2:3][CH2:4][C:5]1[CH:14]=[CH:13][CH:12]=[CH:11][C:6]=1[C:7]([OH:9])=[O:8]. (9) Given the reactants [CH:1]1([CH2:4][C:5]2[O:6][C:7]3[C:17]([N:18]=2)=[CH:16][C:10]2[CH2:11][CH2:12][NH:13][CH2:14][CH2:15][C:9]=2[CH:8]=3)[CH2:3][CH2:2]1.[Cl:19][CH2:20][CH2:21][CH2:22][S:23][C:24]1[N:25]([CH3:40])[C:26]([C:29]2[CH:38]=[CH:37][CH:36]=[C:35]3[C:30]=2[CH:31]=[CH:32][C:33]([CH3:39])=[N:34]3)=[N:27][N:28]=1, predict the reaction product. The product is: [ClH:19].[CH:1]1([CH2:4][C:5]2[O:6][C:7]3[C:17]([N:18]=2)=[CH:16][C:10]2[CH2:11][CH2:12][N:13]([CH2:20][CH2:21][CH2:22][S:23][C:24]4[N:25]([CH3:40])[C:26]([C:29]5[CH:38]=[CH:37][CH:36]=[C:35]6[C:30]=5[CH:31]=[CH:32][C:33]([CH3:39])=[N:34]6)=[N:27][N:28]=4)[CH2:14][CH2:15][C:9]=2[CH:8]=3)[CH2:2][CH2:3]1. (10) Given the reactants C[Si](C#N)(C)C.[CH:7](=[O:13])[C:8]1[O:12][CH:11]=[CH:10][CH:9]=1.C[Si](C)(C)[N-][Si](C)(C)C.[Li+].[CH3:24][C:25]1[CH:32]=[CH:31][CH:30]=[CH:29][C:26]=1[CH2:27]Br.[F-].C([N+](CCCC)(CCCC)CCCC)CCC.[Cl-].[NH4+], predict the reaction product. The product is: [O:12]1[CH:11]=[CH:10][CH:9]=[C:8]1[C:7](=[O:13])[CH2:24][C:25]1[CH:32]=[CH:31][CH:30]=[CH:29][C:26]=1[CH3:27].